From a dataset of Forward reaction prediction with 1.9M reactions from USPTO patents (1976-2016). Predict the product of the given reaction. (1) Given the reactants C(Cl)(=O)C(Cl)=O.ClCCl.CS(C)=O.[OH:14][CH2:15][C:16]1[N:21]=[C:20]([C:22]([O:24][CH3:25])=[O:23])[CH:19]=[CH:18][CH:17]=1.C(N(CC)CC)C, predict the reaction product. The product is: [CH:15]([C:16]1[N:21]=[C:20]([C:22]([O:24][CH3:25])=[O:23])[CH:19]=[CH:18][CH:17]=1)=[O:14]. (2) Given the reactants C(OC(=O)[NH:7][CH:8]1[CH2:13][CH2:12][C:11](=O)[CH2:10][CH2:9]1)(C)(C)C.Cl.[C:17]([C:19]1[CH:24]=[CH:23][C:22]([NH:25]N)=[CH:21][CH:20]=1)#[N:18], predict the reaction product. The product is: [NH2:7][CH:8]1[CH2:13][CH2:12][C:11]2[NH:25][C:22]3[CH:23]=[CH:24][C:19]([C:17]#[N:18])=[CH:20][C:21]=3[C:10]=2[CH2:9]1. (3) The product is: [Cl:9][C:6]1[N:5]=[CH:4][C:3]([C:10]([N:12]2[CH2:13][CH2:14][CH:15]([C:18]3[CH:23]=[CH:22][C:21]([F:24])=[CH:20][CH:19]=3)[CH2:16][CH2:17]2)=[O:11])=[C:2]([NH:30][C:29]2[CH:31]=[CH:32][C:26]([Cl:25])=[CH:27][C:28]=2[F:33])[C:7]=1[CH3:8]. Given the reactants Cl[C:2]1[C:7]([CH3:8])=[C:6]([Cl:9])[N:5]=[CH:4][C:3]=1[C:10]([N:12]1[CH2:17][CH2:16][CH:15]([C:18]2[CH:23]=[CH:22][C:21]([F:24])=[CH:20][CH:19]=2)[CH2:14][CH2:13]1)=[O:11].[Cl:25][C:26]1[CH:32]=[CH:31][C:29]([NH2:30])=[C:28]([F:33])[CH:27]=1, predict the reaction product.